Task: Predict the product of the given reaction.. Dataset: Forward reaction prediction with 1.9M reactions from USPTO patents (1976-2016) (1) The product is: [OH:14][C:13]1[C:2]([CH3:1])=[C:3]([CH3:21])[C:4]2[O:8][C:7]([C:9](=[O:11])[CH3:10])=[CH:6][C:5]=2[CH:12]=1. Given the reactants [CH3:1][C:2]1[C:13]([O:14]C2CCCCO2)=[CH:12][C:5]2[CH:6]=[C:7]([C:9](=[O:11])[CH3:10])[O:8][C:4]=2[C:3]=1[CH3:21].OC1C(C)=C(C)C(O)=CC=1C=O.O, predict the reaction product. (2) Given the reactants [H][H].Cl[C:4]1[N:9]=[N:8][C:7]([O:10][C@H:11]2[CH2:16][CH2:15][C@H:14]([C:17]([O:19][CH3:20])=[O:18])[CH2:13][CH2:12]2)=[CH:6][CH:5]=1.N(CCO)(CCO)CCO, predict the reaction product. The product is: [N:9]1[CH:4]=[CH:5][CH:6]=[C:7]([O:10][C@H:11]2[CH2:12][CH2:13][C@H:14]([C:17]([O:19][CH3:20])=[O:18])[CH2:15][CH2:16]2)[N:8]=1. (3) Given the reactants Br[C:2]1[CH:20]=[CH:19][C:5]([C:6]([NH:8][C:9]2[CH:18]=[C:17]3[C:12]([CH:13]=[CH:14][CH:15]=[N:16]3)=[CH:11][CH:10]=2)=[O:7])=[CH:4][CH:3]=1.[CH3:21][C:22]1[CH:27]=[CH:26][CH:25]=[C:24]([CH3:28])[C:23]=1B(O)O, predict the reaction product. The product is: [CH3:21][C:22]1[CH:27]=[CH:26][CH:25]=[C:24]([CH3:28])[C:23]=1[C:2]1[CH:20]=[CH:19][C:5]([C:6]([NH:8][C:9]2[CH:18]=[C:17]3[C:12]([CH:13]=[CH:14][CH:15]=[N:16]3)=[CH:11][CH:10]=2)=[O:7])=[CH:4][CH:3]=1. (4) The product is: [ClH:38].[F:1][C:2]1[CH:7]=[CH:6][C:5]([C:8]2[N:9]=[C:10]3[N:14]([C:15]=2[C:16]2[CH:21]=[CH:20][N:19]=[C:18]([NH:22][C@@H:23]4[CH2:28][CH2:27][CH2:26][NH:25][CH2:24]4)[N:17]=2)[CH:13]=[CH:12][S:11]3)=[CH:4][C:3]=1[O:36][CH3:37]. Given the reactants [F:1][C:2]1[CH:7]=[CH:6][C:5]([C:8]2[N:9]=[C:10]3[N:14]([C:15]=2[C:16]2[CH:21]=[CH:20][N:19]=[C:18]([NH:22][C@@H:23]4[CH2:28][CH2:27][CH2:26][N:25](C(OC(C)(C)C)=O)[CH2:24]4)[N:17]=2)[CH:13]=[CH:12][S:11]3)=[CH:4][C:3]=1[O:36][CH3:37].[ClH:38], predict the reaction product. (5) Given the reactants [NH2:1][CH2:2][CH2:3][CH2:4][O:5][C:6]1[CH:7]=[C:8]2[C:13](=[CH:14][CH:15]=1)[N:12]([CH3:16])[C:11](=[O:17])[CH:10]=[CH:9]2.Br[C:19]1[C:28]2[C:23](=[CH:24][CH:25]=[CH:26][CH:27]=2)[C:22]([O:29][CH3:30])=[N:21][CH:20]=1.CC1(C)C2C(=C(P(C3C=CC=CC=3)C3C=CC=CC=3)C=CC=2)OC2C(P(C3C=CC=CC=3)C3C=CC=CC=3)=CC=CC1=2.CC(C)([O-])C.[Na+], predict the reaction product. The product is: [CH3:30][O:29][C:22]1[C:23]2[C:28](=[CH:27][CH:26]=[CH:25][CH:24]=2)[C:19]([NH:1][CH2:2][CH2:3][CH2:4][O:5][C:6]2[CH:7]=[C:8]3[C:13](=[CH:14][CH:15]=2)[N:12]([CH3:16])[C:11](=[O:17])[CH:10]=[CH:9]3)=[CH:20][N:21]=1.